From a dataset of Forward reaction prediction with 1.9M reactions from USPTO patents (1976-2016). Predict the product of the given reaction. Given the reactants [O:1]=[C:2]1[C:10](=[O:11])[C:9]2[C:4](=[CH:5][CH:6]=[C:7]([O:12][C:13]([F:16])([F:15])[F:14])[CH:8]=2)[N:3]1[CH:17]([CH2:21][CH:22]([CH3:24])[CH3:23])[C:18](O)=[O:19].[N:25]1[CH:30]=[CH:29][CH:28]=[CH:27][C:26]=1[NH2:31].C(N(CC)C(C)C)(C)C.F[P-](F)(F)(F)(F)F.N1(O[P+](N(C)C)(N(C)C)N(C)C)C2C=CC=CC=2N=N1, predict the reaction product. The product is: [N:25]1[CH:30]=[CH:29][CH:28]=[CH:27][C:26]=1[NH:31][C:18](=[O:19])[CH:17]([N:3]1[C:4]2[C:9](=[CH:8][C:7]([O:12][C:13]([F:14])([F:15])[F:16])=[CH:6][CH:5]=2)[C:10](=[O:11])[C:2]1=[O:1])[CH2:21][CH:22]([CH3:23])[CH3:24].